Dataset: NCI-60 drug combinations with 297,098 pairs across 59 cell lines. Task: Regression. Given two drug SMILES strings and cell line genomic features, predict the synergy score measuring deviation from expected non-interaction effect. (1) Drug 1: CC=C1C(=O)NC(C(=O)OC2CC(=O)NC(C(=O)NC(CSSCCC=C2)C(=O)N1)C(C)C)C(C)C. Drug 2: C1CC(=O)NC(=O)C1N2C(=O)C3=CC=CC=C3C2=O. Cell line: U251. Synergy scores: CSS=48.5, Synergy_ZIP=0.752, Synergy_Bliss=2.80, Synergy_Loewe=-25.9, Synergy_HSA=1.70. (2) Drug 1: COC1=C(C=C2C(=C1)N=CN=C2NC3=CC(=C(C=C3)F)Cl)OCCCN4CCOCC4. Drug 2: CC1C(C(=O)NC(C(=O)N2CCCC2C(=O)N(CC(=O)N(C(C(=O)O1)C(C)C)C)C)C(C)C)NC(=O)C3=C4C(=C(C=C3)C)OC5=C(C(=O)C(=C(C5=N4)C(=O)NC6C(OC(=O)C(N(C(=O)CN(C(=O)C7CCCN7C(=O)C(NC6=O)C(C)C)C)C)C(C)C)C)N)C. Cell line: NCI-H226. Synergy scores: CSS=38.0, Synergy_ZIP=12.4, Synergy_Bliss=13.4, Synergy_Loewe=13.9, Synergy_HSA=13.3. (3) Drug 1: CC1=C(C(CCC1)(C)C)C=CC(=CC=CC(=CC(=O)O)C)C. Drug 2: B(C(CC(C)C)NC(=O)C(CC1=CC=CC=C1)NC(=O)C2=NC=CN=C2)(O)O. Cell line: OVCAR-5. Synergy scores: CSS=6.10, Synergy_ZIP=-1.63, Synergy_Bliss=-2.58, Synergy_Loewe=-1.77, Synergy_HSA=-1.66. (4) Drug 1: CC(CN1CC(=O)NC(=O)C1)N2CC(=O)NC(=O)C2. Drug 2: C1CC(C1)(C(=O)O)C(=O)O.[NH2-].[NH2-].[Pt+2]. Cell line: HOP-92. Synergy scores: CSS=42.9, Synergy_ZIP=-6.75, Synergy_Bliss=-3.90, Synergy_Loewe=-3.13, Synergy_HSA=-0.660. (5) Synergy scores: CSS=8.08, Synergy_ZIP=-0.845, Synergy_Bliss=-2.94, Synergy_Loewe=-43.1, Synergy_HSA=-2.22. Drug 2: C1=NNC2=C1C(=O)NC=N2. Drug 1: CCC1=CC2CC(C3=C(CN(C2)C1)C4=CC=CC=C4N3)(C5=C(C=C6C(=C5)C78CCN9C7C(C=CC9)(C(C(C8N6C)(C(=O)OC)O)OC(=O)C)CC)OC)C(=O)OC.C(C(C(=O)O)O)(C(=O)O)O. Cell line: 786-0. (6) Drug 1: C1CN1C2=NC(=NC(=N2)N3CC3)N4CC4. Drug 2: C#CCC(CC1=CN=C2C(=N1)C(=NC(=N2)N)N)C3=CC=C(C=C3)C(=O)NC(CCC(=O)O)C(=O)O. Cell line: OVCAR-5. Synergy scores: CSS=30.2, Synergy_ZIP=-8.29, Synergy_Bliss=-7.79, Synergy_Loewe=-1.26, Synergy_HSA=-1.87. (7) Drug 1: C1=NC2=C(N1)C(=S)N=CN2. Drug 2: C(CN)CNCCSP(=O)(O)O. Cell line: SF-295. Synergy scores: CSS=12.2, Synergy_ZIP=-2.99, Synergy_Bliss=-5.87, Synergy_Loewe=-45.0, Synergy_HSA=-6.97. (8) Drug 1: COC1=CC(=CC(=C1O)OC)C2C3C(COC3=O)C(C4=CC5=C(C=C24)OCO5)OC6C(C(C7C(O6)COC(O7)C8=CC=CS8)O)O. Drug 2: C1=NC2=C(N=C(N=C2N1C3C(C(C(O3)CO)O)O)F)N. Cell line: MDA-MB-231. Synergy scores: CSS=31.8, Synergy_ZIP=-11.8, Synergy_Bliss=-4.60, Synergy_Loewe=-16.6, Synergy_HSA=-2.50.